From a dataset of Catalyst prediction with 721,799 reactions and 888 catalyst types from USPTO. Predict which catalyst facilitates the given reaction. (1) Reactant: [CH2:1]([C:3]1[CH:4]=[C:5]([N+:13]([O-])=O)[CH:6]=[C:7]2[C:12]=1[N:11]=[CH:10][CH:9]=[CH:8]2)[CH3:2]. Product: [CH2:1]([C:3]1[CH:4]=[C:5]([NH2:13])[CH:6]=[C:7]2[C:12]=1[N:11]=[CH:10][CH:9]=[CH:8]2)[CH3:2]. The catalyst class is: 256. (2) Reactant: C([O:3][C:4]([C:6]1[C:15](=[O:16])[C:14]2[C:9](=[CH:10][C:11]([O:19][CH3:20])=[C:12]([O:17][CH3:18])[CH:13]=2)[NH:8][CH:7]=1)=[O:5])C.C(=O)([O-])[O-].[K+].[K+].[F:27][C:28]([F:38])([F:37])[C:29]1[CH:36]=[CH:35][C:32]([CH2:33]Br)=[CH:31][CH:30]=1. Product: [CH3:18][O:17][C:12]1[CH:13]=[C:14]2[C:9](=[CH:10][C:11]=1[O:19][CH3:20])[N:8]([CH2:33][C:32]1[CH:31]=[CH:30][C:29]([C:28]([F:27])([F:37])[F:38])=[CH:36][CH:35]=1)[CH:7]=[C:6]([C:4]([OH:3])=[O:5])[C:15]2=[O:16]. The catalyst class is: 3.